Predict the reaction yield, written as a fraction of the theoretical maximum amount of product (1.0 means a 100% yield; for example, 0.34 means a 34% yield). From a dataset of Reaction yield outcomes from USPTO patents with 853,638 reactions. (1) The reactants are [F:1][C:2]1[CH:3]=[C:4]([NH2:24])[CH:5]=[CH:6][C:7]=1[O:8][C:9]1[CH:14]=[CH:13][N:12]=[C:11]2[CH:15]=[C:16]([C:18]3[N:19]([CH3:23])[CH:20]=[CH:21][N:22]=3)[S:17][C:10]=12.[O:25]=[C:26]([NH:31][C:32]1[CH:37]=[CH:36][CH:35]=[CH:34][CH:33]=1)[CH2:27][C:28](O)=[O:29].F[P-](F)(F)(F)(F)F.N1(O[P+](N(C)C)(N(C)C)N(C)C)C2C=CC=CC=2N=N1.CCN(C(C)C)C(C)C. The catalyst is CN(C=O)C. The product is [F:1][C:2]1[CH:3]=[C:4]([NH:24][C:28](=[O:29])[CH2:27][C:26]([NH:31][C:32]2[CH:33]=[CH:34][CH:35]=[CH:36][CH:37]=2)=[O:25])[CH:5]=[CH:6][C:7]=1[O:8][C:9]1[CH:14]=[CH:13][N:12]=[C:11]2[CH:15]=[C:16]([C:18]3[N:19]([CH3:23])[CH:20]=[CH:21][N:22]=3)[S:17][C:10]=12. The yield is 0.0900. (2) The reactants are [CH2:1]([NH:13][C:14](=[O:23])[C:15]1[CH:20]=[CH:19][C:18]([CH:21]=O)=[CH:17][CH:16]=1)[CH2:2][CH2:3][CH2:4][CH2:5][CH2:6][CH2:7][CH2:8][CH2:9][CH2:10][CH2:11][CH3:12].C(O)(=O)C.[F:28][C:29]([F:38])([F:37])[C:30]1[CH:35]=[CH:34][C:33]([NH2:36])=[CH:32][CH:31]=1.[BH-](OC(C)=O)(OC(C)=O)OC(C)=O.[Na+].C([O-])(O)=O.[Na+]. The catalyst is ClCCCl. The product is [CH2:1]([NH:13][C:14](=[O:23])[C:15]1[CH:20]=[CH:19][C:18]([CH2:21][NH:36][C:33]2[CH:34]=[CH:35][C:30]([C:29]([F:28])([F:37])[F:38])=[CH:31][CH:32]=2)=[CH:17][CH:16]=1)[CH2:2][CH2:3][CH2:4][CH2:5][CH2:6][CH2:7][CH2:8][CH2:9][CH2:10][CH2:11][CH3:12]. The yield is 0.630. (3) The reactants are [CH2:1]1[C:9]2[C:4](=[CH:5][C:6]([N:10]3[C:15]4[N:16]=[C:17]([NH:20][C:21]5[CH:26]=[CH:25][C:24]([CH2:27][C:28](O)=[O:29])=[CH:23][CH:22]=5)[N:18]=[CH:19][C:14]=4[C:13](=[O:31])[C:12]([C:32](=[O:36])[NH:33][O:34][CH3:35])=[CH:11]3)=[CH:7][CH:8]=2)[CH2:3][CH2:2]1.C(N1C=CN=C1)(N1C=CN=C1)=O.[NH2:49][N:50]1[CH2:55][CH2:54][CH2:53][CH2:52][CH2:51]1.O. The catalyst is CN(C=O)C. The product is [CH3:35][O:34][NH:33][C:32]([C:12]1[C:13](=[O:31])[C:14]2[CH:19]=[N:18][C:17]([NH:20][C:21]3[CH:26]=[CH:25][C:24]([CH2:27][C:28](=[O:29])[NH:49][N:50]4[CH2:55][CH2:54][CH2:53][CH2:52][CH2:51]4)=[CH:23][CH:22]=3)=[N:16][C:15]=2[N:10]([C:6]2[CH:5]=[C:4]3[C:9](=[CH:8][CH:7]=2)[CH2:1][CH2:2][CH2:3]3)[CH:11]=1)=[O:36]. The yield is 0.320. (4) The reactants are [CH3:1][C:2]1[O:6][C:5]([C:7]2[CH:16]=[CH:15][C:10]([C:11]([O:13]C)=[O:12])=[CH:9][CH:8]=2)=[N:4][C:3]=1[CH2:17][S:18]([C:21]1[CH:26]=[CH:25][C:24]([C:27]([F:30])([F:29])[F:28])=[CH:23][CH:22]=1)(=[O:20])=[O:19]. The catalyst is Cl. The product is [CH3:1][C:2]1[O:6][C:5]([C:7]2[CH:16]=[CH:15][C:10]([C:11]([OH:13])=[O:12])=[CH:9][CH:8]=2)=[N:4][C:3]=1[CH2:17][S:18]([C:21]1[CH:26]=[CH:25][C:24]([C:27]([F:29])([F:28])[F:30])=[CH:23][CH:22]=1)(=[O:20])=[O:19]. The yield is 0.890. (5) The reactants are [CH2:1]([O:3][C:4]([C:6]1[C:10]([CH3:11])=[CH:9][NH:8][C:7]=1[CH2:12][C:13]([OH:15])=O)=[O:5])[CH3:2].[CH3:16][N:17]([CH3:21])[CH2:18][CH2:19][NH2:20].Cl.C(N=C=NCCCN(C)C)C.ON1C2C=CC=CC=2N=N1. The catalyst is CN(C)C=O.ClCCl.O. The product is [CH2:1]([O:3][C:4]([C:6]1[C:10]([CH3:11])=[CH:9][NH:8][C:7]=1[CH2:12][C:13](=[O:15])[NH:20][CH2:19][CH2:18][N:17]([CH3:21])[CH3:16])=[O:5])[CH3:2]. The yield is 0.909. (6) The reactants are [NH2:1][C:2]1[CH:27]=[CH:26][C:5]([C:6]([NH:8][C:9]2[S:13][C:12]([NH:14][C:15]3[CH:20]=[CH:19][C:18]([O:21][CH3:22])=[CH:17][CH:16]=3)=[N:11][C:10]=2[C:23]([NH2:25])=[O:24])=[O:7])=[CH:4][CH:3]=1.CCN(CC)CC.[CH3:35][S:36](Cl)(=[O:38])=[O:37]. The catalyst is C1COCC1. The product is [CH3:22][O:21][C:18]1[CH:19]=[CH:20][C:15]([NH:14][C:12]2[S:13][C:9]([NH:8][C:6](=[O:7])[C:5]3[CH:4]=[CH:3][C:2]([N:1]([S:36]([CH3:35])(=[O:38])=[O:37])[S:36]([CH3:35])(=[O:38])=[O:37])=[CH:27][CH:26]=3)=[C:10]([C:23]([NH2:25])=[O:24])[N:11]=2)=[CH:16][CH:17]=1. The yield is 0.470.